This data is from Reaction yield outcomes from USPTO patents with 853,638 reactions. The task is: Predict the reaction yield, written as a fraction of the theoretical maximum amount of product (1.0 means a 100% yield; for example, 0.34 means a 34% yield). (1) The reactants are [CH3:1][C:2]1[S:3][C:4]([C:8]([OH:10])=[O:9])=[C:5]([CH3:7])[N:6]=1.[Li+].CC([N-]C(C)C)C.[CH2:19]([C:23]1[C:27]([CH2:28]Cl)=[C:26]([CH3:30])[O:25][N:24]=1)[CH2:20][CH2:21][CH3:22]. The catalyst is C1COCC1. The product is [CH2:19]([C:23]1[C:27]([CH2:28][CH2:1][C:2]2[S:3][C:4]([C:8]([OH:10])=[O:9])=[C:5]([CH3:7])[N:6]=2)=[C:26]([CH3:30])[O:25][N:24]=1)[CH2:20][CH2:21][CH3:22]. The yield is 0.680. (2) The reactants are [Cl-].O[NH3+:3].[C:4](=[O:7])([O-])[OH:5].[Na+].CS(C)=O.[CH3:13][C@H:14]1[O:19][C@@H:18]([CH3:20])[CH2:17][N:16]([CH2:21][CH2:22][O:23][C@H:24]2[CH2:29][CH2:28][C@H:27]([N:30]3[C:35](=[O:36])[C:34]([CH2:37][C:38]4[CH:43]=[CH:42][C:41]([C:44]5[C:45]([C:50]#[N:51])=[CH:46][CH:47]=[CH:48][CH:49]=5)=[CH:40][CH:39]=4)=[C:33]([CH2:52][CH2:53][CH3:54])[N:32]4[N:55]=[CH:56][N:57]=[C:31]34)[CH2:26][CH2:25]2)[CH2:15]1. The catalyst is C(OCC)(=O)C. The product is [CH3:13][C@H:14]1[O:19][C@@H:18]([CH3:20])[CH2:17][N:16]([CH2:21][CH2:22][O:23][C@H:24]2[CH2:25][CH2:26][C@H:27]([N:30]3[C:35](=[O:36])[C:34]([CH2:37][C:38]4[CH:39]=[CH:40][C:41]([C:44]5[CH:49]=[CH:48][CH:47]=[CH:46][C:45]=5[C:50]5[NH:3][C:4](=[O:7])[O:5][N:51]=5)=[CH:42][CH:43]=4)=[C:33]([CH2:52][CH2:53][CH3:54])[N:32]4[N:55]=[CH:56][N:57]=[C:31]34)[CH2:28][CH2:29]2)[CH2:15]1. The yield is 0.590. (3) The reactants are [CH2:1]([O:8][C:9]1[CH:10]=[N:11][CH:12]=[C:13]([CH:17]=1)[C:14]([OH:16])=O)[C:2]1[CH:7]=[CH:6][CH:5]=[CH:4][CH:3]=1.CN(C(ON1N=NC2C=CC=CC1=2)=[N+](C)C)C.F[P-](F)(F)(F)(F)F.CCN(C(C)C)C(C)C.[NH:51]1[CH:55]=[CH:54][N:53]=[C:52]1[NH:56][C:57]([C:59]1[C:67]2[NH:66][C:65]([NH2:68])=[N:64][C:63]=2[CH:62]=[CH:61][CH:60]=1)=[O:58]. The catalyst is O.CN(C=O)C. The product is [NH:53]1[CH:54]=[CH:55][N:51]=[C:52]1[NH:56][C:57]([C:59]1[C:67]2[N:66]=[C:65]([NH:68][C:14]([C:13]3[CH:12]=[N:11][CH:10]=[C:9]([O:8][CH2:1][C:2]4[CH:3]=[CH:4][CH:5]=[CH:6][CH:7]=4)[CH:17]=3)=[O:16])[NH:64][C:63]=2[CH:62]=[CH:61][CH:60]=1)=[O:58]. The yield is 0.100. (4) The reactants are C([O-])([O-])=O.[Cs+].[Cs+].[F:7][C:8]([F:24])([F:23])[CH:9]([C:11]1[CH:16]=[CH:15][CH:14]=[CH:13][C:12]=1[C:17]1[CH:18]=[N:19][N:20]([CH3:22])[CH:21]=1)[OH:10].[NH2:25][C:26]1[N:31]=[C:30](Cl)[CH:29]=[C:28]([Cl:33])[N:27]=1.O. The catalyst is C1COCC1.C(OCC)(=O)C. The product is [Cl:33][C:28]1[CH:29]=[C:30]([O:10][CH:9]([C:11]2[CH:16]=[CH:15][CH:14]=[CH:13][C:12]=2[C:17]2[CH:18]=[N:19][N:20]([CH3:22])[CH:21]=2)[C:8]([F:7])([F:23])[F:24])[N:31]=[C:26]([NH2:25])[N:27]=1. The yield is 0.920. (5) The reactants are [C:1]([O-])(=O)C.[Na+].[C:6]([O-:9])([O-])=[O:7].[K+].[K+].C([O:15][C:16]1[C:17]([C:23]#[C:24][C:25]2[CH:30]=[CH:29][C:28]([F:31])=[CH:27][CH:26]=2)=[N:18][C:19]([Br:22])=[CH:20][CH:21]=1)(=O)C. The catalyst is CO.CCOC(C)=O.O.O.[Cu](Cl)Cl.[Pd](Cl)Cl. The product is [Br:22][C:19]1[N:18]=[C:17]2[C:23]([C:6]([O:9][CH3:1])=[O:7])=[C:24]([C:25]3[CH:30]=[CH:29][C:28]([F:31])=[CH:27][CH:26]=3)[O:15][C:16]2=[CH:21][CH:20]=1. The yield is 0.800. (6) The reactants are [C:1](O)(=O)[CH:2]([CH3:4])[CH3:3].C(=O)(O)O.[NH:11]([C:13](=[NH:15])[NH2:14])[NH2:12].[N+]([O-])(O)=O. The catalyst is O. The product is [CH:2]([C:1]1[N:14]=[C:13]([NH2:15])[NH:11][N:12]=1)([CH3:4])[CH3:3]. The yield is 0.650. (7) The reactants are [Br:1][C:2]1[CH:11]=[CH:10][C:5]([C:6]([NH:8][NH2:9])=[O:7])=[CH:4][CH:3]=1.[CH2:12]([OH:14])[CH3:13]. No catalyst specified. The product is [Br:1][C:2]1[CH:11]=[CH:10][C:5]([C:6]([NH:8][N:9]2[C:12](=[O:14])[CH:13]3[CH:5]([CH2:4][CH2:3][CH2:2][CH2:11]3)[C:6]2=[O:7])=[O:7])=[CH:4][CH:3]=1. The yield is 0.520.